Dataset: Reaction yield outcomes from USPTO patents with 853,638 reactions. Task: Predict the reaction yield, written as a fraction of the theoretical maximum amount of product (1.0 means a 100% yield; for example, 0.34 means a 34% yield). (1) The reactants are [Br:1][C:2]1[CH:3]=[C:4]2[C:8](=[CH:9][CH:10]=1)[C:7](=[C:11]([C:15]#[N:16])C([O-])=O)[CH2:6][CH2:5]2.[C-:17]#[N:18].[K+]. The product is [Br:1][C:2]1[CH:3]=[C:4]2[C:8](=[CH:9][CH:10]=1)[C:7]([CH2:11][C:15]#[N:16])([C:17]#[N:18])[CH2:6][CH2:5]2. The yield is 0.700. The catalyst is C(O)C.O. (2) The reactants are C(O[C:4]([C@@H:6]1[CH2:11][CH2:10][C@@H:9]([NH:12][C:13]([O:15][CH2:16][C:17]2[CH:22]=[CH:21][CH:20]=[CH:19][CH:18]=2)=[O:14])[C@H:8]([NH:23][C:24]([O:26][C:27]([CH3:30])([CH3:29])[CH3:28])=[O:25])[CH2:7]1)=[O:5])C.[OH-].[Li+].O.[OH-].[Li+].Cl.Cl.[CH3:38][NH:39][CH3:40].ON1C2C=CC=CC=2N=N1.Cl.CN(C)CCCN=C=NCC. The catalyst is O.C(O)(C)C. The product is [CH2:16]([O:15][C:13](=[O:14])[NH:12][C@@H:9]1[CH2:10][CH2:11][C@@H:6]([C:4]([N:39]([CH3:40])[CH3:38])=[O:5])[CH2:7][C@H:8]1[NH:23][C:24]([O:26][C:27]([CH3:30])([CH3:29])[CH3:28])=[O:25])[C:17]1[CH:18]=[CH:19][CH:20]=[CH:21][CH:22]=1. The yield is 0.950. (3) The reactants are [OH:1][CH2:2][C:3]1[CH:8]=[C:7]([N+:9]([O-:11])=[O:10])[CH:6]=[CH:5][C:4]=1[OH:12].[CH2:13](Br)[C:14]1[CH:19]=[CH:18][CH:17]=[CH:16][CH:15]=1.COC(O)C1C=C([N+]([O-])=O)C=CC=1OC. No catalyst specified. The product is [CH2:13]([O:12][C:4]1[CH:5]=[CH:6][C:7]([N+:9]([O-:11])=[O:10])=[CH:8][C:3]=1[CH2:2][OH:1])[C:14]1[CH:19]=[CH:18][CH:17]=[CH:16][CH:15]=1. The yield is 0.840. (4) The reactants are F[C:2]1[CH:18]=[CH:17][C:5]([C:6]([NH:8][CH2:9][CH2:10][N:11]2[CH2:16][CH2:15][O:14][CH2:13][CH2:12]2)=[O:7])=[CH:4][C:3]=1[N+:19]([O-])=O.C(Cl)(=O)C([Cl:25])=O.F[C:29]1[CH:37]=[CH:36][C:32]([C:33](O)=O)=[CH:31][C:30]=1[N+]([O-])=O.[N:41]1([CH2:47][CH2:48][NH2:49])[CH2:46][CH2:45][O:44][CH2:43]C1.C[N:51]([CH:53]=O)C. The catalyst is C(Cl)Cl.C([O-])(O)=O.[Na+]. The product is [Cl:25][C:29]1[CH:37]=[CH:36][C:32]([C:33]2[NH:51][CH:53]=[C:48]([C:47]3[N:41]([CH2:46][CH2:45][O:44][CH3:43])[C:2]4[CH:18]=[CH:17][C:5]([C:6]([NH:8][CH2:9][CH2:10][N:11]5[CH2:16][CH2:15][O:14][CH2:13][CH2:12]5)=[O:7])=[CH:4][C:3]=4[N:19]=3)[N:49]=2)=[CH:31][CH:30]=1. The yield is 0.950. (5) The reactants are Br[C:2]1[C:3]([O:12][CH3:13])=[CH:4][C:5]([O:10][CH3:11])=[C:6]([CH:9]=1)[CH:7]=[O:8].[S:14]1[C:18](B(O)O)=[CH:17][C:16]2[CH:22]=[CH:23][CH:24]=[CH:25][C:15]1=2.C(=O)([O-])[O-].[Na+].[Na+].O. The catalyst is COCCOC.C1C=CC([P]([Pd]([P](C2C=CC=CC=2)(C2C=CC=CC=2)C2C=CC=CC=2)([P](C2C=CC=CC=2)(C2C=CC=CC=2)C2C=CC=CC=2)[P](C2C=CC=CC=2)(C2C=CC=CC=2)C2C=CC=CC=2)(C2C=CC=CC=2)C2C=CC=CC=2)=CC=1. The product is [S:14]1[C:18]([C:2]2[C:3]([O:12][CH3:13])=[CH:4][C:5]([O:10][CH3:11])=[C:6]([CH:9]=2)[CH:7]=[O:8])=[CH:17][C:16]2[CH:22]=[CH:23][CH:24]=[CH:25][C:15]1=2. The yield is 0.830.